Predict the reaction yield, written as a fraction of the theoretical maximum amount of product (1.0 means a 100% yield; for example, 0.34 means a 34% yield). From a dataset of Reaction yield outcomes from USPTO patents with 853,638 reactions. (1) The reactants are [OH:1][C:2]1[CH:7]=[CH:6][C:5]([N+:8]([O-:10])=[O:9])=[CH:4][C:3]=1[NH:11][C:12](=[O:18])[O:13][C:14]([CH3:17])([CH3:16])[CH3:15].C([O-])([O-])=O.[K+].[K+].Br[CH2:26][CH2:27][O:28][CH3:29].N#N. The catalyst is CN(C=O)C. The product is [CH3:29][O:28][CH2:27][CH2:26][O:1][C:2]1[CH:7]=[CH:6][C:5]([N+:8]([O-:10])=[O:9])=[CH:4][C:3]=1[NH:11][C:12](=[O:18])[O:13][C:14]([CH3:15])([CH3:17])[CH3:16]. The yield is 0.760. (2) The product is [Br:1][C:2]1[CH:3]=[C:4]([O:10][C:11]2[CH:16]=[CH:15][C:14]([F:17])=[CH:13][CH:12]=2)[C:5]([C:8]([NH2:9])=[O:19])=[N:6][CH:7]=1. The reactants are [Br:1][C:2]1[CH:3]=[C:4]([O:10][C:11]2[CH:16]=[CH:15][C:14]([F:17])=[CH:13][CH:12]=2)[C:5]([C:8]#[N:9])=[N:6][CH:7]=1.S(=O)(=O)(O)[OH:19].[OH-].[Na+]. The yield is 1.00. The catalyst is O.